This data is from Full USPTO retrosynthesis dataset with 1.9M reactions from patents (1976-2016). The task is: Predict the reactants needed to synthesize the given product. Given the product [CH3:11][O:10][C:8]1[C:7]([NH:12][C:13]([NH:15][C:16]2[CH:21]=[N:20][C:19]([CH3:22])=[CH:18][N:17]=2)=[O:14])=[CH:6][C:5]([C:23]([F:26])([F:24])[F:25])=[C:4]([CH:9]=1)[C:3]([OH:27])=[O:2], predict the reactants needed to synthesize it. The reactants are: C[O:2][C:3](=[O:27])[C:4]1[CH:9]=[C:8]([O:10][CH3:11])[C:7]([NH:12][C:13]([NH:15][C:16]2[CH:21]=[N:20][C:19]([CH3:22])=[CH:18][N:17]=2)=[O:14])=[CH:6][C:5]=1[C:23]([F:26])([F:25])[F:24].CO.O.[OH-].[Li+].